From a dataset of Forward reaction prediction with 1.9M reactions from USPTO patents (1976-2016). Predict the product of the given reaction. (1) Given the reactants [CH2:1]=[CH:2][C@@H:3]1[C@:20]2([CH3:21])[C@H:6]([C@H:7]3[C@H:17]([CH2:18][CH2:19]2)[C@:15]2([CH3:16])[C:10](=[CH:11][C:12](=[O:22])[CH2:13][CH2:14]2)[CH2:9][CH2:8]3)[CH2:5][CH2:4]1.ClC1C(=O)C(C#N)=C(C#N)C(=O)C=1Cl, predict the reaction product. The product is: [CH2:1]=[CH:2][C@@H:3]1[C@:20]2([CH3:21])[C@H:6]([C@H:7]3[C@H:17]([CH2:18][CH2:19]2)[C@:15]2([CH3:16])[C:10](=[CH:11][C:12](=[O:22])[CH:13]=[CH:14]2)[CH2:9][CH2:8]3)[CH2:5][CH2:4]1. (2) Given the reactants [C:1]([C:5]1[CH:10]=[CH:9][C:8]([N:11]2[C:15](=[O:16])[C:14]([CH3:18])([CH3:17])[N:13]([CH2:19][C:20]3[CH:25]=[CH:24][N:23]=[C:22](Cl)[CH:21]=3)[C:12]2=[O:27])=[CH:7][CH:6]=1)([CH3:4])([CH3:3])[CH3:2].[N:28]1([CH2:33][CH2:34][C:35]2[CH:36]=[C:37]([CH:39]=[CH:40][CH:41]=2)[NH2:38])[CH2:32][CH2:31][CH2:30][CH2:29]1.C(=O)([O-])[O-].[Cs+].[Cs+].CC1(C)C2C=CC(P(C3C=CC=CC=3)C3C=CC=CC=3)=CC=2OC2C1=CC=C(P(C1C=CC=CC=1)C1C=CC=CC=1)C=2, predict the reaction product. The product is: [C:1]([C:5]1[CH:10]=[CH:9][C:8]([N:11]2[C:15](=[O:16])[C:14]([CH3:18])([CH3:17])[N:13]([CH2:19][C:20]3[CH:25]=[CH:24][N:23]=[C:22]([NH:38][C:37]4[CH:39]=[CH:40][CH:41]=[C:35]([CH2:34][CH2:33][N:28]5[CH2:29][CH2:30][CH2:31][CH2:32]5)[CH:36]=4)[CH:21]=3)[C:12]2=[O:27])=[CH:7][CH:6]=1)([CH3:4])([CH3:3])[CH3:2]. (3) Given the reactants [F:1][C:2]([F:24])([F:23])[C:3]([N:5]1[CH2:14][CH2:13][C:12]2[C:7](=[CH:8][CH:9]=[C:10]([C:15]#[C:16][CH2:17][CH2:18][CH2:19][CH2:20][CH2:21][CH3:22])[CH:11]=2)[CH2:6]1)=[O:4].C(C1C=C2C(=CC=1)CN(C(C1C=CC=CC=1)(C1C=CC=CC=1)C1C=CC=CC=1)C2)#CCCCCCC, predict the reaction product. The product is: [F:24][C:2]([F:1])([F:23])[C:3]([N:5]1[CH2:14][CH2:13][C:12]2[C:7](=[CH:8][CH:9]=[C:10]([CH2:15][CH2:16][CH2:17][CH2:18][CH2:19][CH2:20][CH2:21][CH3:22])[CH:11]=2)[CH2:6]1)=[O:4]. (4) Given the reactants Cl[C:2]1[C:7]([C:8]([NH:10][CH2:11][C:12]2[CH:17]=[CH:16][C:15]([Cl:18])=[CH:14][CH:13]=2)=[O:9])=[C:6]([CH3:19])[CH:5]=[C:4]([Cl:20])[N:3]=1.[CH:21]([Mg]Cl)([CH3:23])[CH3:22], predict the reaction product. The product is: [Cl:20][C:4]1[N:3]=[C:2]([CH:21]([CH3:23])[CH3:22])[C:7]([C:8]([NH:10][CH2:11][C:12]2[CH:17]=[CH:16][C:15]([Cl:18])=[CH:14][CH:13]=2)=[O:9])=[C:6]([CH3:19])[CH:5]=1. (5) The product is: [Br:1][C:2]1[CH:11]=[C:6]2[C:5](=[CH:4][CH:3]=1)[NH:12][C:13](=[O:21])[CH:14]([C:15]1[CH:20]=[CH:19][CH:18]=[CH:17][N:16]=1)[C:7]2=[O:9]. Given the reactants [Br:1][C:2]1[CH:3]=[CH:4][C:5]([NH:12][C:13](=[O:21])[CH2:14][C:15]2[CH:20]=[CH:19][CH:18]=[CH:17][N:16]=2)=[C:6]([CH:11]=1)[C:7]([O:9]C)=O.CO[Na], predict the reaction product. (6) Given the reactants [NH:1]1[CH2:6][CH2:5][CH:4]([C:7]([O:9][CH2:10][CH3:11])=[O:8])[CH2:3][CH2:2]1.Cl[CH2:13][C:14]1[CH:19]=[CH:18][N:17]=[C:16]([C:20]2[CH:25]=[C:24]([O:26][CH3:27])[C:23]([O:28][CH3:29])=[C:22]([O:30][CH3:31])[CH:21]=2)[CH:15]=1.C(=O)([O-])[O-].[K+].[K+], predict the reaction product. The product is: [CH3:27][O:26][C:24]1[CH:25]=[C:20]([C:16]2[CH:15]=[C:14]([CH2:13][N:1]3[CH2:6][CH2:5][CH:4]([C:7]([O:9][CH2:10][CH3:11])=[O:8])[CH2:3][CH2:2]3)[CH:19]=[CH:18][N:17]=2)[CH:21]=[C:22]([O:30][CH3:31])[C:23]=1[O:28][CH3:29]. (7) Given the reactants [CH:1]1([C:4]2[CH:5]=[C:6](B3OC(C)(C)C(C)(C)O3)[CH:7]=[CH:8][C:9]=2[F:10])[CH2:3][CH2:2]1.Cl[C:21]1[CH:22]=[C:23]([CH2:27][N:28]2[CH:32]=[CH:31][N:30]=[C:29]2[CH3:33])[N:24]=[N:25][CH:26]=1, predict the reaction product. The product is: [CH:1]1([C:4]2[CH:5]=[C:6]([C:21]3[CH:22]=[C:23]([CH2:27][N:28]4[CH:32]=[CH:31][N:30]=[C:29]4[CH3:33])[N:24]=[N:25][CH:26]=3)[CH:7]=[CH:8][C:9]=2[F:10])[CH2:2][CH2:3]1. (8) The product is: [Br:33][C:34]1[C:35]([CH:36]=[CH:1][O:2][CH3:3])=[C:38]([O:43][CH3:44])[CH:39]=[CH:40][C:41]=1[F:42]. Given the reactants [CH3:1][O:2][CH2:3][P+](C1C=CC=CC=1)(C1C=CC=CC=1)C1C=CC=CC=1.[Li+].C[Si]([N-][Si](C)(C)C)(C)C.[Br:33][C:34]1[C:41]([F:42])=[CH:40][CH:39]=[C:38]([O:43][CH3:44])[C:35]=1[CH:36]=O, predict the reaction product. (9) Given the reactants C[Si]1(C)[C:24]2[C:25](=[CH:20][CH:21]=[CH:22][CH:23]=2)[C:26](C)=[C:18]1[C:15]1C=[CH:16][C:15]([C:18]2[Si](C)(C)[C:20]3[C:25]([C:26]=2C)=[CH:24][CH:23]=[CH:22][CH:21]=3)=C[CH:16]=1.[Li:31].C1C2C(=CC=CC=2)C=CC=1.S(OC)(OC)(=O)=O, predict the reaction product. The product is: [Li:31].[C-:23]1[C:24]2[C:25](=[CH:26][CH:18]=[CH:15][CH:16]=2)[CH:20]=[CH:21][CH:22]=1.